This data is from NCI-60 drug combinations with 297,098 pairs across 59 cell lines. The task is: Regression. Given two drug SMILES strings and cell line genomic features, predict the synergy score measuring deviation from expected non-interaction effect. (1) Synergy scores: CSS=18.1, Synergy_ZIP=-7.07, Synergy_Bliss=-5.06, Synergy_Loewe=-22.0, Synergy_HSA=-4.74. Drug 2: CN(CCCl)CCCl.Cl. Drug 1: CN1C(=O)N2C=NC(=C2N=N1)C(=O)N. Cell line: SF-539. (2) Cell line: MDA-MB-435. Synergy scores: CSS=5.80, Synergy_ZIP=-0.765, Synergy_Bliss=1.55, Synergy_Loewe=-1.81, Synergy_HSA=-1.77. Drug 1: CC1C(C(CC(O1)OC2CC(CC3=C2C(=C4C(=C3O)C(=O)C5=C(C4=O)C(=CC=C5)OC)O)(C(=O)C)O)N)O.Cl. Drug 2: CCCCC(=O)OCC(=O)C1(CC(C2=C(C1)C(=C3C(=C2O)C(=O)C4=C(C3=O)C=CC=C4OC)O)OC5CC(C(C(O5)C)O)NC(=O)C(F)(F)F)O. (3) Drug 1: CN1CCC(CC1)COC2=C(C=C3C(=C2)N=CN=C3NC4=C(C=C(C=C4)Br)F)OC. Drug 2: CCC1(CC2CC(C3=C(CCN(C2)C1)C4=CC=CC=C4N3)(C5=C(C=C6C(=C5)C78CCN9C7C(C=CC9)(C(C(C8N6C)(C(=O)OC)O)OC(=O)C)CC)OC)C(=O)OC)O.OS(=O)(=O)O. Cell line: HS 578T. Synergy scores: CSS=8.41, Synergy_ZIP=5.67, Synergy_Bliss=8.25, Synergy_Loewe=-49.1, Synergy_HSA=3.39. (4) Drug 1: CNC(=O)C1=CC=CC=C1SC2=CC3=C(C=C2)C(=NN3)C=CC4=CC=CC=N4. Drug 2: CNC(=O)C1=NC=CC(=C1)OC2=CC=C(C=C2)NC(=O)NC3=CC(=C(C=C3)Cl)C(F)(F)F. Cell line: HCT116. Synergy scores: CSS=25.3, Synergy_ZIP=-2.66, Synergy_Bliss=-5.40, Synergy_Loewe=-10.3, Synergy_HSA=-4.46. (5) Drug 1: C1C(C(OC1N2C=C(C(=O)NC2=O)F)CO)O. Drug 2: CCCCCOC(=O)NC1=NC(=O)N(C=C1F)C2C(C(C(O2)C)O)O. Cell line: MALME-3M. Synergy scores: CSS=7.79, Synergy_ZIP=-1.26, Synergy_Bliss=3.13, Synergy_Loewe=-3.10, Synergy_HSA=0.935. (6) Drug 1: C1=CC(=CC=C1CCC2=CNC3=C2C(=O)NC(=N3)N)C(=O)NC(CCC(=O)O)C(=O)O. Drug 2: CCN(CC)CCCC(C)NC1=C2C=C(C=CC2=NC3=C1C=CC(=C3)Cl)OC. Cell line: A498. Synergy scores: CSS=29.3, Synergy_ZIP=-2.15, Synergy_Bliss=0.363, Synergy_Loewe=3.51, Synergy_HSA=5.12.